This data is from Catalyst prediction with 721,799 reactions and 888 catalyst types from USPTO. The task is: Predict which catalyst facilitates the given reaction. (1) Reactant: [S:1]1[C:13]2[C:12]3[CH:11]=[CH:10][CH:9]=[CH:8][C:7]=3[CH:6]=[N+:5]([O-])[C:4]=2[CH:3]=[CH:2]1.[CH2:15]([Mg]Br)[CH3:16]. Product: [CH2:15]([C:6]1[C:7]2[CH:8]=[CH:9][CH:10]=[CH:11][C:12]=2[C:13]2[S:1][CH:2]=[CH:3][C:4]=2[N:5]=1)[CH3:16]. The catalyst class is: 595. (2) Reactant: CCCC[N+](CCCC)(CCCC)CCCC.[F-].[Cl:19][C:20]1[CH:25]=[CH:24][C:23]([C:26]2[N:27]=[N:28][C:29]([C:32]#[C:33][Si](C)(C)C)=[CH:30][CH:31]=2)=[CH:22][CH:21]=1. Product: [Cl:19][C:20]1[CH:21]=[CH:22][C:23]([C:26]2[N:27]=[N:28][C:29]([C:32]#[CH:33])=[CH:30][CH:31]=2)=[CH:24][CH:25]=1. The catalyst class is: 2.